This data is from Choline transporter screen with 302,306 compounds. The task is: Binary Classification. Given a drug SMILES string, predict its activity (active/inactive) in a high-throughput screening assay against a specified biological target. (1) The molecule is Brc1ccc(C(=O)Nc2ccc(S(=O)(=O)Nc3sc(nn3)CC)cc2)cc1. The result is 1 (active). (2) The compound is O=C/1NC(=O)NC(=O)C1=C(\NN1CCN(CC1)C)C. The result is 0 (inactive). (3) The molecule is O=C1N(C(=O)C2NN=C(C12)C(OCc1ccccc1)=O)c1cc(cc(c1)C)C. The result is 0 (inactive). (4) The molecule is O(c1cc(CCNC(=O)COC(=O)c2nccnc2N)ccc1OCC)CC. The result is 0 (inactive). (5) The molecule is S=C(Nc1c(n(n(c1=O)c1ccccc1)C)C)N\N=C\c1ccc(N(C)C)cc1. The result is 0 (inactive). (6) The compound is S(CC)c1[nH]c(=O)cc(O)n1. The result is 0 (inactive). (7) The drug is s1c(c(c2c(N3CCC(CC3)C)nc(nc12)C)C)C(=O)N1CCN(CC1)CC. The result is 0 (inactive). (8) The molecule is O(Cc1ccc([N+]([O-])=O)cc1)C(=O)Cc1ccc([N+]([O-])=O)cc1. The result is 0 (inactive). (9) The drug is O(c1cc(C(NC(=O)Nc2ccc(cc2)C(=O)C)C)ccc1OC)C. The result is 0 (inactive).